Task: Predict the reactants needed to synthesize the given product.. Dataset: Full USPTO retrosynthesis dataset with 1.9M reactions from patents (1976-2016) (1) The reactants are: [Br:1][C:2]1[CH:7]=[CH:6][C:5]([C@@H:8]([N:10]2[CH2:16][CH2:15][CH2:14][C@:13]([CH2:23][C:24]3([CH3:27])[CH2:26][O:25]3)([C:17]3[CH:22]=[CH:21][CH:20]=[CH:19][CH:18]=3)[O:12][C:11]2=[O:28])[CH3:9])=[CH:4][CH:3]=1. Given the product [Br:1][C:2]1[CH:7]=[CH:6][C:5]([C@@H:8]([N:10]2[CH2:16][CH2:15][CH2:14][C@:13]([CH2:23][C:24]([OH:25])([CH3:26])[CH3:27])([C:17]3[CH:18]=[CH:19][CH:20]=[CH:21][CH:22]=3)[O:12][C:11]2=[O:28])[CH3:9])=[CH:4][CH:3]=1, predict the reactants needed to synthesize it. (2) The reactants are: [C:1]([O:5][C:6](=[O:28])[NH:7][CH:8]([CH:25]1[CH2:27][O:26]1)[CH2:9][C:10]1[CH:15]=[C:14]([F:16])[CH:13]=[C:12]([O:17][CH2:18][C:19]2[CH:24]=[CH:23][CH:22]=[CH:21][CH:20]=2)[CH:11]=1)([CH3:4])([CH3:3])[CH3:2].[CH2:29]([C:31]1[CH:32]=[C:33]([CH:36]=[CH:37][CH:38]=1)[CH2:34][NH2:35])[CH3:30]. Given the product [CH2:18]([O:17][C:12]1[CH:11]=[C:10]([CH:15]=[C:14]([F:16])[CH:13]=1)[CH2:9][C@H:8]([NH:7][C:6](=[O:28])[O:5][C:1]([CH3:3])([CH3:2])[CH3:4])[C@H:25]([OH:26])[CH2:27][NH:35][CH2:34][C:33]1[CH:36]=[CH:37][CH:38]=[C:31]([CH2:29][CH3:30])[CH:32]=1)[C:19]1[CH:20]=[CH:21][CH:22]=[CH:23][CH:24]=1, predict the reactants needed to synthesize it. (3) Given the product [CH2:1]([O:8][C:9]1[CH:18]=[CH:17][C:12]([C:13]([O:15][CH3:16])=[O:14])=[CH:11][C:10]=1[C:19]([OH:24])=[O:20])[C:2]1[CH:7]=[CH:6][CH:5]=[CH:4][CH:3]=1, predict the reactants needed to synthesize it. The reactants are: [CH2:1]([O:8][C:9]1[CH:18]=[CH:17][C:12]([C:13]([O:15][CH3:16])=[O:14])=[CH:11][C:10]=1[CH:19]=[O:20])[C:2]1[CH:7]=[CH:6][CH:5]=[CH:4][CH:3]=1.OO.Cl([O-])=[O:24].[Na+]. (4) Given the product [CH3:1][NH:2][C:3]1[CH:11]=[CH:10][C:6]([C:7]([O:9][C:24]([CH3:27])([CH3:26])[CH3:25])=[O:8])=[CH:5][CH:4]=1, predict the reactants needed to synthesize it. The reactants are: [CH3:1][NH:2][C:3]1[CH:11]=[CH:10][C:6]([C:7]([O-:9])=[O:8])=[CH:5][CH:4]=1.Cl.C(N=C=NCCCN(C)C)C.[C:24](O)([CH3:27])([CH3:26])[CH3:25]. (5) Given the product [Cl:1][C:2]1[C:3]([C:27]2[CH:28]=[N:29][N:30]3[CH:35]=[CH:34][CH:33]=[CH:32][C:31]=23)=[N:4][C:5]([NH:8][C:9]2[CH:14]=[C:13]([NH2:15])[C:12]([C:18]3[CH2:19][CH2:20][N:21]([CH3:24])[CH2:22][CH:23]=3)=[CH:11][C:10]=2[O:25][CH3:26])=[N:6][CH:7]=1, predict the reactants needed to synthesize it. The reactants are: [Cl:1][C:2]1[C:3]([C:27]2[CH:28]=[N:29][N:30]3[CH:35]=[CH:34][CH:33]=[CH:32][C:31]=23)=[N:4][C:5]([NH:8][C:9]2[CH:14]=[C:13]([N+:15]([O-])=O)[C:12]([C:18]3[CH2:19][CH2:20][N:21]([CH3:24])[CH2:22][CH:23]=3)=[CH:11][C:10]=2[O:25][CH3:26])=[N:6][CH:7]=1.[NH4+].[Cl-].